From a dataset of Forward reaction prediction with 1.9M reactions from USPTO patents (1976-2016). Predict the product of the given reaction. (1) Given the reactants [C:1]([O:5][C:6]([N:8]1[CH2:13][CH2:12][CH:11]([OH:14])[CH2:10][CH2:9]1)=[O:7])([CH3:4])([CH3:3])[CH3:2].[F:15][C:16]1[CH:17]=[C:18](O)[CH:19]=[CH:20][CH:21]=1.C1(P(C2C=CC=CC=2)C2C=CC=CC=2)C=CC=CC=1, predict the reaction product. The product is: [C:1]([O:5][C:6]([N:8]1[CH2:13][CH2:12][CH:11]([O:14][C:20]2[CH:19]=[CH:18][CH:17]=[C:16]([F:15])[CH:21]=2)[CH2:10][CH2:9]1)=[O:7])([CH3:4])([CH3:2])[CH3:3]. (2) Given the reactants [F:1][C:2]1[CH:3]=[C:4]([CH:40]=[C:41]([F:43])[CH:42]=1)[CH2:5][N:6]1[C:10]([Br:11])=[CH:9][N:8]=[C:7]1[CH:12]([NH:32][C:33](=[O:39])OC(C)(C)C)[CH2:13][C:14]1[CH:22]=[C:21]([CH3:23])[C:20]2[C:16](=[CH:17][N:18](COCC[Si](C)(C)C)[N:19]=2)[CH:15]=1.Cl.C(C1NC=CN=1)(C1NC=CN=1)=O.[NH:57]1[CH2:62][CH2:61][CH:60]([N:63]2[CH2:72][C:71]3[C:66](=[CH:67][CH:68]=[CH:69][CH:70]=3)[NH:65][C:64]2=[O:73])[CH2:59][CH2:58]1, predict the reaction product. The product is: [F:1][C:2]1[CH:3]=[C:4]([CH:40]=[C:41]([F:43])[CH:42]=1)[CH2:5][N:6]1[C:10]([Br:11])=[CH:9][N:8]=[C:7]1[CH:12]([NH:32][C:33]([N:57]1[CH2:58][CH2:59][CH:60]([N:63]2[CH2:72][C:71]3[C:66](=[CH:67][CH:68]=[CH:69][CH:70]=3)[NH:65][C:64]2=[O:73])[CH2:61][CH2:62]1)=[O:39])[CH2:13][C:14]1[CH:22]=[C:21]([CH3:23])[C:20]2[C:16](=[CH:17][NH:18][N:19]=2)[CH:15]=1.